Dataset: NCI-60 drug combinations with 297,098 pairs across 59 cell lines. Task: Regression. Given two drug SMILES strings and cell line genomic features, predict the synergy score measuring deviation from expected non-interaction effect. (1) Drug 1: CC1=C(C(CCC1)(C)C)C=CC(=CC=CC(=CC(=O)O)C)C. Drug 2: CC(C)(C#N)C1=CC(=CC(=C1)CN2C=NC=N2)C(C)(C)C#N. Cell line: HCT-15. Synergy scores: CSS=-15.8, Synergy_ZIP=10.6, Synergy_Bliss=15.2, Synergy_Loewe=-7.82, Synergy_HSA=-1.75. (2) Drug 1: CN1C(=O)N2C=NC(=C2N=N1)C(=O)N. Drug 2: CN1C2=C(C=C(C=C2)N(CCCl)CCCl)N=C1CCCC(=O)O.Cl. Cell line: MCF7. Synergy scores: CSS=-1.42, Synergy_ZIP=2.28, Synergy_Bliss=1.93, Synergy_Loewe=-3.09, Synergy_HSA=-2.52. (3) Synergy scores: CSS=1.92, Synergy_ZIP=0.224, Synergy_Bliss=1.69, Synergy_Loewe=-0.0216, Synergy_HSA=-0.0909. Cell line: NCI-H322M. Drug 2: C#CCC(CC1=CN=C2C(=N1)C(=NC(=N2)N)N)C3=CC=C(C=C3)C(=O)NC(CCC(=O)O)C(=O)O. Drug 1: CC(C1=C(C=CC(=C1Cl)F)Cl)OC2=C(N=CC(=C2)C3=CN(N=C3)C4CCNCC4)N. (4) Drug 1: CC12CCC(CC1=CCC3C2CCC4(C3CC=C4C5=CN=CC=C5)C)O. Drug 2: CC1C(C(CC(O1)OC2CC(CC3=C2C(=C4C(=C3O)C(=O)C5=CC=CC=C5C4=O)O)(C(=O)C)O)N)O. Cell line: NCI-H226. Synergy scores: CSS=55.1, Synergy_ZIP=2.93, Synergy_Bliss=4.07, Synergy_Loewe=-27.5, Synergy_HSA=4.01.